This data is from Catalyst prediction with 721,799 reactions and 888 catalyst types from USPTO. The task is: Predict which catalyst facilitates the given reaction. (1) Reactant: [CH:1]1([CH2:4][N:5]2[CH2:11][CH:10]=[CH:9][CH2:8][N:7]([CH2:12][C:13]([O:15][C:16]([CH3:19])([CH3:18])[CH3:17])=[O:14])[C:6]2=[O:20])[CH2:3][CH2:2]1. Product: [CH:1]1([CH2:4][N:5]2[CH2:11][CH2:10][CH2:9][CH2:8][N:7]([CH2:12][C:13]([O:15][C:16]([CH3:18])([CH3:17])[CH3:19])=[O:14])[C:6]2=[O:20])[CH2:3][CH2:2]1. The catalyst class is: 50. (2) The catalyst class is: 604. Product: [NH2:1][C:2]1[N:10]=[C:9]([C:11]#[N:12])[C:8]([NH2:13])=[CH:7][C:3]=1[C:4]([OH:6])=[O:5]. Reactant: [NH2:1][C:2]1[N:10]=[C:9]([C:11]#[N:12])[C:8]([N+:13]([O-])=O)=[CH:7][C:3]=1[C:4]([OH:6])=[O:5]. (3) Reactant: [N:1]#[C:2][NH2:3].[Na].[CH3:5][C:6]([O:11][C:12]1[CH:13]=[C:14]2[C:18](=[CH:19][CH:20]=1)[CH2:17][CH2:16][CH2:15]2)([C@@H:8]1[CH2:10][O:9]1)[CH3:7]. Product: [CH3:5][C:6]([O:11][C:12]1[CH:13]=[C:14]2[C:18](=[CH:19][CH:20]=1)[CH2:17][CH2:16][CH2:15]2)([CH:8]1[O:9][C:2]([NH2:3])=[N:1][CH2:10]1)[CH3:7]. The catalyst class is: 5. (4) Reactant: C(N(CC)C(C)C)(C)C.Cl[C:11]1[O:12][C:13]2[C:19]([O:20][CH3:21])=[CH:18][C:17]([C:22]([O:24][CH3:25])=[O:23])=[CH:16][C:14]=2[N:15]=1.[Cl:26][C:27]1[CH:32]=[CH:31][N:30]=[C:29]([CH:33]([NH2:35])[CH3:34])[CH:28]=1. Product: [Cl:26][C:27]1[CH:32]=[CH:31][N:30]=[C:29]([CH:33]([NH:35][C:11]2[O:12][C:13]3[C:19]([O:20][CH3:21])=[CH:18][C:17]([C:22]([O:24][CH3:25])=[O:23])=[CH:16][C:14]=3[N:15]=2)[CH3:34])[CH:28]=1. The catalyst class is: 7. (5) Reactant: C([NH:8][CH:9]1[C:17]2[C:12](=[CH:13][CH:14]=[C:15]([F:18])[CH:16]=2)[CH2:11][CH2:10]1)C1C=CC=CC=1. Product: [F:18][C:15]1[CH:16]=[C:17]2[C:12]([CH2:11][CH2:10][CH:9]2[NH2:8])=[CH:13][CH:14]=1. The catalyst class is: 63. (6) Reactant: [CH3:1][O:2][C:3](=[O:7])[CH2:4][N+:5]#[C-:6].Cl[CH2:9][C:10]1[C:15]([CH2:16]Cl)=[CH:14][CH:13]=[CH:12][N:11]=1.CC(C)([O-])C.[K+]. Product: [CH3:1][O:2][C:3]([C:4]1([N+:5]#[C-:6])[CH2:9][C:10]2[N:11]=[CH:12][CH:13]=[CH:14][C:15]=2[CH2:16]1)=[O:7]. The catalyst class is: 3. (7) Reactant: [C:1]1([C@@H:7]2[CH2:9][C@H:8]2[C:10]([OH:12])=O)[CH:6]=[CH:5][CH:4]=[CH:3][CH:2]=1.Cl.[CH3:14][O:15][NH:16][CH3:17].CN(C(ON1N=NC2C=CC=NC1=2)=[N+](C)C)C.F[P-](F)(F)(F)(F)F.CCN(C(C)C)C(C)C. Product: [CH3:14][O:15][N:16]([CH3:17])[C:10]([C@@H:8]1[CH2:9][C@H:7]1[C:1]1[CH:6]=[CH:5][CH:4]=[CH:3][CH:2]=1)=[O:12]. The catalyst class is: 18. (8) Reactant: [CH2:1]([O:8][C:9](=[O:20])[CH:10]([O:18][NH2:19])[CH2:11][C:12]1[CH:17]=[CH:16][CH:15]=[CH:14][CH:13]=1)[C:2]1[CH:7]=[CH:6][CH:5]=[CH:4][CH:3]=1.[CH3:21][C:22]([O:25][C:26](O[C:26]([O:25][C:22]([CH3:24])([CH3:23])[CH3:21])=[O:27])=[O:27])([CH3:24])[CH3:23]. Product: [CH2:1]([O:8][C:9](=[O:20])[CH:10]([O:18][NH:19][C:26]([O:25][C:22]([CH3:24])([CH3:23])[CH3:21])=[O:27])[CH2:11][C:12]1[CH:17]=[CH:16][CH:15]=[CH:14][CH:13]=1)[C:2]1[CH:3]=[CH:4][CH:5]=[CH:6][CH:7]=1. The catalyst class is: 23. (9) Reactant: Cl.Cl[CH2:3][C:4]1[NH:8][C:7]2[CH:9]=[CH:10][CH:11]=[C:12]([C:13]([OH:15])=O)[C:6]=2[N:5]=1.Cl.[CH3:17][NH:18][CH:19]1[C:28]2[N:27]=[CH:26][CH:25]=[CH:24][C:23]=2[CH2:22][CH2:21][CH2:20]1.C(N(CC)C(C)C)(C)C.[I-].[K+].O=C1N(P(Cl)(N2CCOC2=O)=O)CCO1.C(OC(=O)[NH:61][CH2:62][CH2:63][CH2:64][CH2:65][NH2:66])(C)(C)C.C(OC(=O)NCCCN)(C)(C)C. Product: [NH2:61][CH2:62][CH2:63][CH2:64][CH2:65][NH:66][C:13]([C:12]1[C:6]2[N:5]=[C:4]([CH2:3][N:18]([CH3:17])[CH:19]3[C:28]4[N:27]=[CH:26][CH:25]=[CH:24][C:23]=4[CH2:22][CH2:21][CH2:20]3)[NH:8][C:7]=2[CH:9]=[CH:10][CH:11]=1)=[O:15]. The catalyst class is: 10. (10) Reactant: [OH:1][CH2:2][C:3]1[CH:8]=[C:7]([CH3:9])[N:6]=[C:5]([CH3:10])[CH:4]=1. Product: [CH3:10][C:5]1[CH:4]=[C:3]([CH:2]=[O:1])[CH:8]=[C:7]([CH3:9])[N:6]=1. The catalyst class is: 16.